From a dataset of Reaction yield outcomes from USPTO patents with 853,638 reactions. Predict the reaction yield, written as a fraction of the theoretical maximum amount of product (1.0 means a 100% yield; for example, 0.34 means a 34% yield). (1) The reactants are [Cl:1][C:2]1[CH:7]=[C:6](I)[C:5]([Cl:9])=[CH:4][N:3]=1.[NH2:10][C:11]1[CH:12]=[CH:13][CH:14]=[C:15]2[C:19]=1[C:18](=[O:20])[N:17]([CH3:21])[CH2:16]2.C(=O)([O-])[O-].[Cs+].[Cs+]. The catalyst is O1CCOCC1.C([O-])(=O)C.[Pd+2].C([O-])(=O)C.CC1(C)C2C=CC=C(P(C3C=CC=CC=3)C3C=CC=CC=3)C=2OC2C1=CC=CC=2P(C1C=CC=CC=1)C1C=CC=CC=1. The product is [Cl:1][C:2]1[CH:7]=[C:6]([NH:10][C:11]2[CH:12]=[CH:13][CH:14]=[C:15]3[C:19]=2[C:18](=[O:20])[N:17]([CH3:21])[CH2:16]3)[C:5]([Cl:9])=[CH:4][N:3]=1. The yield is 0.710. (2) The reactants are [OH:1][C:2]1[C:7]([C:8]([F:11])([F:10])[F:9])=[CH:6][CH:5]=[CH:4][N:3]=1.S(=O)(=O)(O)O.[N+:17]([O-])([OH:19])=[O:18]. No catalyst specified. The product is [N+:17]([C:5]1[CH:6]=[C:7]([C:8]([F:9])([F:11])[F:10])[C:2]([OH:1])=[N:3][CH:4]=1)([O-:19])=[O:18]. The yield is 0.690. (3) The reactants are C(Cl)(=O)C(Cl)=O.CS(C)=O.[CH3:11][O:12][C:13]1[CH:38]=[C:37]([C:39]([F:42])([F:41])[F:40])[CH:36]=[C:35]([S:43][CH3:44])[C:14]=1[C:15]([NH:17][C:18]1([C:29]2[CH:34]=[CH:33][CH:32]=[CH:31][CH:30]=2)[CH2:23][CH:22]([O:24]COC)[CH2:21][N:20]([CH3:28])[CH2:19]1)=[O:16].C(N(CC)CC)C. The catalyst is ClCCl. The product is [CH3:11][O:12][C:13]1[CH:38]=[C:37]([C:39]([F:42])([F:40])[F:41])[CH:36]=[C:35]([S:43][CH3:44])[C:14]=1[C:15]([NH:17][C:18]1([C:29]2[CH:30]=[CH:31][CH:32]=[CH:33][CH:34]=2)[CH2:23][C:22](=[O:24])[CH2:21][N:20]([CH3:28])[CH2:19]1)=[O:16]. The yield is 0.890. (4) The reactants are [NH2:1][C:2]1[N:3]=[C:4]([CH3:31])[C:5]2=[C:6]([CH2:8][C@H:9]([C:23]3[CH:28]=[CH:27][C:26]([F:29])=[CH:25][C:24]=3Br)[NH:10]/[C:11]/2=[N:12]\[O:13][C@H:14]([CH2:20][CH2:21][OH:22])[C:15]([N:17]([CH3:19])[CH3:18])=[O:16])[N:7]=1.[CH3:32][O:33][C:34]1[N:39]=[C:38](B2OCCN(C3C=CC=CC=3)CCO2)[CH:37]=[CH:36][CH:35]=1.C([O-])([O-])=O.[Na+].[Na+]. The catalyst is C1C=CC(P(C2C=CC=CC=2)[C-]2C=CC=C2)=CC=1.C1C=CC(P(C2C=CC=CC=2)[C-]2C=CC=C2)=CC=1.Cl[Pd]Cl.[Fe+2].CC(N(C)C)=O. The product is [NH2:1][C:2]1[N:3]=[C:4]([CH3:31])[C:5]2=[C:6]([CH2:8][C@H:9]([C:23]3[CH:28]=[CH:27][C:26]([F:29])=[CH:25][C:24]=3[C:38]3[CH:37]=[CH:36][CH:35]=[C:34]([O:33][CH3:32])[N:39]=3)[NH:10]/[C:11]/2=[N:12]\[O:13][C@H:14]([CH2:20][CH2:21][OH:22])[C:15]([N:17]([CH3:19])[CH3:18])=[O:16])[N:7]=1. The yield is 0.439. (5) The yield is 0.550. The product is [Br:1][C:2]1[CH:3]=[CH:4][C:5]([O:11][CH2:20][CH2:19][Br:18])=[C:6]([C:8](=[O:10])[CH3:9])[CH:7]=1. The reactants are [Br:1][C:2]1[CH:3]=[CH:4][C:5]([OH:11])=[C:6]([C:8](=[O:10])[CH3:9])[CH:7]=1.C([O-])([O-])=O.[K+].[K+].[Br:18][CH2:19][CH2:20]Br. The catalyst is C(C(C)=O)C. (6) The reactants are [CH3:1][C:2]1[N:10]([CH:11]([C:13]2[CH:18]=[CH:17][CH:16]=[CH:15][CH:14]=2)[CH3:12])[C:5]2=[CH:6][N:7]=[CH:8][CH:9]=[C:4]2[C:3]=1[C:19](O)=[O:20].CN(C(ON1N=NC2C=CC=NC1=2)=[N+](C)C)C.F[P-](F)(F)(F)(F)F.[NH2:46][CH2:47][C:48]1[C:49](=[O:56])[NH:50][C:51]([CH3:55])=[CH:52][C:53]=1[CH3:54].O. The catalyst is ClCCl.CC#N. The product is [CH3:54][C:53]1[CH:52]=[C:51]([CH3:55])[NH:50][C:49](=[O:56])[C:48]=1[CH2:47][NH:46][C:19]([C:3]1[C:4]2[C:5](=[CH:6][N:7]=[CH:8][CH:9]=2)[N:10]([CH:11]([C:13]2[CH:18]=[CH:17][CH:16]=[CH:15][CH:14]=2)[CH3:12])[C:2]=1[CH3:1])=[O:20]. The yield is 0.216. (7) The reactants are [N:1]1([CH2:5][CH2:6][N:7]2[CH:11]=[C:10]([C:12]3[CH:17]=[CH:16][C:15]([F:18])=[C:14]([C:19]([F:22])([F:21])[F:20])[CH:13]=3)[N:9]=[C:8]2[CH:23]2[CH2:28][CH2:27][N:26]([C:29]3[N:34]=[CH:33][N:32]=[C:31]([NH2:35])[C:30]=3Br)[CH2:25][CH2:24]2)[CH2:4][CH2:3][CH2:2]1.C(OC([N:44]1[CH:48]=[C:47](B2OC(C)(C)C(C)(C)O2)[CH:46]=[N:45]1)=O)(C)(C)C. No catalyst specified. The product is [N:1]1([CH2:5][CH2:6][N:7]2[CH:11]=[C:10]([C:12]3[CH:17]=[CH:16][C:15]([F:18])=[C:14]([C:19]([F:22])([F:21])[F:20])[CH:13]=3)[N:9]=[C:8]2[CH:23]2[CH2:28][CH2:27][N:26]([C:29]3[N:34]=[CH:33][N:32]=[C:31]([NH2:35])[C:30]=3[C:47]3[CH:48]=[N:44][NH:45][CH:46]=3)[CH2:25][CH2:24]2)[CH2:4][CH2:3][CH2:2]1. The yield is 0.127. (8) The reactants are [Cl:1][C:2]1[CH:3]=[C:4]2[C:12](=[C:13]([N+:22]([O-])=O)[C:14]=1[N:15]1[CH2:20][CH2:19][N:18]([CH3:21])[CH2:17][CH2:16]1)[NH:11][C:10]1[CH:9]=[N:8][CH:7]=[CH:6][C:5]2=1. The catalyst is CO.[Pd]. The product is [Cl:1][C:2]1[CH:3]=[C:4]2[C:12](=[C:13]([NH2:22])[C:14]=1[N:15]1[CH2:20][CH2:19][N:18]([CH3:21])[CH2:17][CH2:16]1)[NH:11][C:10]1[CH:9]=[N:8][CH:7]=[CH:6][C:5]2=1. The yield is 0.550. (9) The reactants are [CH3:1][CH:2]([CH3:6])[C:3]([NH2:5])=O.[CH2:7]1COCC1.F[B-](F)(F)F.C([O+](CC)CC)C.[Br:24][C:25]1[CH:26]=[C:27]([NH2:33])[C:28](NC)=[N:29][CH:30]=1. The catalyst is C(O)C. The product is [Br:24][C:25]1[CH:26]=[C:27]2[N:33]=[C:3]([CH:2]([CH3:6])[CH3:1])[N:5]([CH3:7])[C:28]2=[N:29][CH:30]=1. The yield is 0.190. (10) The reactants are C(OC([N:8]1[CH2:11][CH:10]([C:12]2[C:17]([N:18]3[CH2:23][CH2:22][CH:21]([CH2:24][OH:25])[CH2:20][CH2:19]3)=[CH:16][C:15]([F:26])=[CH:14][N:13]=2)[CH2:9]1)=O)(C)(C)C.[ClH:27].CO. No catalyst specified. The product is [ClH:27].[NH:8]1[CH2:11][CH:10]([C:12]2[C:17]([N:18]3[CH2:19][CH2:20][CH:21]([CH2:24][OH:25])[CH2:22][CH2:23]3)=[CH:16][C:15]([F:26])=[CH:14][N:13]=2)[CH2:9]1. The yield is 0.980.